From a dataset of NCI-60 drug combinations with 297,098 pairs across 59 cell lines. Regression. Given two drug SMILES strings and cell line genomic features, predict the synergy score measuring deviation from expected non-interaction effect. Drug 1: CC(CN1CC(=O)NC(=O)C1)N2CC(=O)NC(=O)C2. Drug 2: C1=CN(C=N1)CC(O)(P(=O)(O)O)P(=O)(O)O. Cell line: NCI/ADR-RES. Synergy scores: CSS=5.38, Synergy_ZIP=-1.71, Synergy_Bliss=0.441, Synergy_Loewe=-0.909, Synergy_HSA=-0.0294.